Predict the reactants needed to synthesize the given product. From a dataset of Full USPTO retrosynthesis dataset with 1.9M reactions from patents (1976-2016). (1) Given the product [NH2:15][C:16]1[O:8][C:3]2[CH:4]=[CH:5][CH:6]=[CH:7][C:2]=2[N:1]=1, predict the reactants needed to synthesize it. The reactants are: [NH2:1][C:2]1[CH:7]=[CH:6][CH:5]=[CH:4][C:3]=1[OH:8].C(OCC)(=O)C.[N:15]#[C:16]Br.[OH-]. (2) The reactants are: [C:1]([NH:4][C:5]1[CH:18]=[C:17]2[C:8]([O:9][C:10]3[CH:11]=C(C(O)=O)[CH:13]=[CH:14][C:15]=3[C:16]2=[O:19])=[CH:7][CH:6]=1)(=[O:3])[CH3:2].CN(C([O:30]N1N=NC2C=CC=NC1=2)=[N+](C)C)C.F[P-](F)(F)(F)(F)F.C(NCC)C.[CH:52]([N:55]([CH:58]([CH3:60])C)[CH2:56][CH3:57])([CH3:54])C. Given the product [CH2:58]([N:55]([CH2:56][CH3:57])[C:52]([C:54]1[CH:13]=[CH:14][C:15]2[C:16](=[O:19])[C:17]3[C:8]([O:9][C:10]=2[CH:11]=1)=[CH:7][CH:6]=[C:5]([NH:4][C:1](=[O:3])[CH3:2])[CH:18]=3)=[O:30])[CH3:60], predict the reactants needed to synthesize it. (3) Given the product [NH2:1][C:2]1[N:3]=[CH:4][C:5]2[S:10][C:9](=[O:11])[N:8]([C@@H:12]3[O:35][C@H:34]([CH2:36][OH:37])[C@@H:23]([OH:24])[C@@:13]3([CH3:46])[OH:14])[C:6]=2[N:7]=1, predict the reactants needed to synthesize it. The reactants are: [NH2:1][C:2]1[N:3]=[CH:4][C:5]2[S:10][C:9](=[O:11])[N:8]([C@@H:12]3[O:35][C@H:34]([CH2:36][O:37]C(=O)C4C=CC=CC=4)[C@@H:23]([O:24]C(=O)C4C=CC=CC=4C)[C@H:13]3[O:14]C(=O)C3C=CC=CC=3)[C:6]=2[N:7]=1.[C:46]([O-])([O-])=O.[K+].[K+].CC(O)=O. (4) Given the product [NH2:13][C:14]1[CH:15]=[C:16]([S:20][C:3]2[C:4]3=[N:5][CH:6]=[CH:7][CH:8]=[C:9]3[NH:1][C:2]=2[C:10]([NH2:12])=[O:11])[CH:17]=[CH:18][CH:19]=1, predict the reactants needed to synthesize it. The reactants are: [NH:1]1[C:9]2[C:4](=[N:5][CH:6]=[CH:7][CH:8]=2)[CH:3]=[C:2]1[C:10]([NH2:12])=[O:11].[NH2:13][C:14]1[CH:15]=[C:16]([S:20][S:20][C:16]2[CH:17]=[CH:18][CH:19]=[C:14]([NH2:13])[CH:15]=2)[CH:17]=[CH:18][CH:19]=1. (5) Given the product [NH2:55][CH2:2][C@H:3]1[CH2:8][CH2:7][C@H:6]([N:9]2[C:14]3[C:15]4[CH:21]=[CH:20][N:19]([CH2:22][O:23][CH2:24][CH2:25][Si:26]([CH3:29])([CH3:28])[CH3:27])[C:16]=4[N:17]=[CH:18][C:13]=3[C:12](=[O:30])[N:11]([CH3:31])[CH2:10]2)[CH2:5][CH2:4]1, predict the reactants needed to synthesize it. The reactants are: Br[CH2:2][C@H:3]1[CH2:8][CH2:7][C@H:6]([N:9]2[C:14]3[C:15]4[CH:21]=[CH:20][N:19]([CH2:22][O:23][CH2:24][CH2:25][Si:26]([CH3:29])([CH3:28])[CH3:27])[C:16]=4[N:17]=[CH:18][C:13]=3[C:12](=[O:30])[N:11]([CH3:31])[CH2:10]2)[CH2:5][CH2:4]1.C1(P(C2C=CC=CC=2)C2C=CC=CC=2)C=CC=CC=1.C[Si]([N:55]=[N+]=[N-])(C)C.[F-].C([N+](CCCC)(CCCC)CCCC)CCC. (6) Given the product [Cl:18][C:16]1[CH:15]=[CH:14][C:13]([C:19]2[N:20]=[CH:21][CH:22]=[CH:23][N:24]=2)=[C:12]([C:10]([N:4]2[CH2:5][CH2:6][CH2:7][C@@H:8]([CH3:9])[C@H:3]2[CH2:2][NH:1][C:26]2[N:31]=[CH:30][C:29]([Cl:32])=[CH:28][N:27]=2)=[O:11])[CH:17]=1, predict the reactants needed to synthesize it. The reactants are: [NH2:1][CH2:2][C@@H:3]1[C@H:8]([CH3:9])[CH2:7][CH2:6][CH2:5][N:4]1[C:10]([C:12]1[CH:17]=[C:16]([Cl:18])[CH:15]=[CH:14][C:13]=1[C:19]1[N:24]=[CH:23][CH:22]=[CH:21][N:20]=1)=[O:11].Cl[C:26]1[N:31]=[CH:30][C:29]([Cl:32])=[CH:28][N:27]=1. (7) The reactants are: Br[C:2]1[C:3]([NH:11][C:12](=[O:18])[O:13][C:14]([CH3:17])([CH3:16])[CH3:15])=[N:4][N:5]2[CH:10]=[CH:9][CH:8]=[N:7][C:6]=12.[F:19][C:20]([F:32])([F:31])[O:21][C:22]1[CH:27]=[CH:26][C:25](B(O)O)=[CH:24][CH:23]=1. Given the product [F:19][C:20]([F:31])([F:32])[O:21][C:22]1[CH:27]=[CH:26][C:25]([C:2]2[C:3]([NH:11][C:12](=[O:18])[O:13][C:14]([CH3:17])([CH3:16])[CH3:15])=[N:4][N:5]3[CH:10]=[CH:9][CH:8]=[N:7][C:6]=23)=[CH:24][CH:23]=1, predict the reactants needed to synthesize it. (8) Given the product [CH3:16][O:15][N:14]=[C:12]1[CH2:11][C@@H:10]([C:17]2[N:18]=[C:31]([CH2:30][CH2:29][N:28]([CH3:34])[CH3:27])[O:20][N:19]=2)[N:9]([C:7]([C:4]2[CH:3]=[CH:2][C:1]([C:21]3[CH:26]=[CH:25][CH:24]=[CH:23][CH:22]=3)=[CH:6][CH:5]=2)=[O:8])[CH2:13]1, predict the reactants needed to synthesize it. The reactants are: [C:1]1([C:21]2[CH:26]=[CH:25][CH:24]=[CH:23][CH:22]=2)[CH:6]=[CH:5][C:4]([C:7]([N:9]2[CH2:13][C:12](=[N:14][O:15][CH3:16])[CH2:11][C@H:10]2[C:17](=[N:19][OH:20])[NH2:18])=[O:8])=[CH:3][CH:2]=1.[CH3:27][N:28]([CH3:34])[CH2:29][CH2:30][C:31](O)=O.